This data is from Peptide-MHC class II binding affinity with 134,281 pairs from IEDB. The task is: Regression. Given a peptide amino acid sequence and an MHC pseudo amino acid sequence, predict their binding affinity value. This is MHC class II binding data. (1) The peptide sequence is AFWVAATAANAAPAN. The MHC is DRB1_0802 with pseudo-sequence DRB1_0802. The binding affinity (normalized) is 0.573. (2) The peptide sequence is EKKYFAATQFETLAA. The MHC is HLA-DPA10201-DPB11401 with pseudo-sequence HLA-DPA10201-DPB11401. The binding affinity (normalized) is 0.791.